Dataset: Catalyst prediction with 721,799 reactions and 888 catalyst types from USPTO. Task: Predict which catalyst facilitates the given reaction. (1) Reactant: C([O:8][CH2:9][CH2:10][CH2:11][CH2:12][NH:13][CH2:14][CH2:15][CH2:16][CH2:17][O:18]CC1C=CC=CC=1)C1C=CC=CC=1.O1CCOCC1. Product: [NH:13]([CH2:14][CH2:15][CH2:16][CH2:17][OH:18])[CH2:12][CH2:11][CH2:10][CH2:9][OH:8]. The catalyst class is: 6. (2) Reactant: [F:1][C:2]([F:14])([F:13])[CH2:3][O:4][C:5]1[CH:6]=[C:7]([OH:12])[CH:8]=[C:9]([OH:11])[CH:10]=1.C(=O)([O-])[O-].[K+].[K+].Br[CH2:22][CH2:23][CH2:24][O:25][CH3:26].Cl. Product: [CH3:26][O:25][CH2:24][CH2:23][CH2:22][O:12][C:7]1[CH:8]=[C:9]([OH:11])[CH:10]=[C:5]([O:4][CH2:3][C:2]([F:13])([F:14])[F:1])[CH:6]=1. The catalyst class is: 3. (3) The catalyst class is: 163. Product: [NH2:3][C:38]([CH:33]1[CH2:32][N:31]([C:29]([O:28][C:24]([CH3:27])([CH3:26])[CH3:25])=[O:30])[CH:36]([CH3:37])[CH2:35][CH2:34]1)=[O:40]. Reactant: CC[N:3](C(C)C)C(C)C.C1C=CC2N(O)N=NC=2C=1.C(Cl)CCl.[C:24]([O:28][C:29]([N:31]1[C@H:36]([CH3:37])[CH2:35][CH2:34][C@@H:33]([C:38]([OH:40])=O)[CH2:32]1)=[O:30])([CH3:27])([CH3:26])[CH3:25].[Cl-].[NH4+].